Dataset: Forward reaction prediction with 1.9M reactions from USPTO patents (1976-2016). Task: Predict the product of the given reaction. (1) Given the reactants [CH3:1][C:2](C)=O.[F:5][C:6]1[C:15]2[C:10](=[CH:11][CH:12]=[C:13]([F:17])[C:14]=2[F:16])[CH:9]=[CH:8][C:7]=1[OH:18].C(=O)([O-])[O-].[K+].[K+].C(I)C, predict the reaction product. The product is: [CH2:1]([O:18][C:7]1[CH:8]=[CH:9][C:10]2[C:15](=[C:14]([F:16])[C:13]([F:17])=[CH:12][CH:11]=2)[C:6]=1[F:5])[CH3:2]. (2) Given the reactants [CH2:1]([C:8]1[CH:9]=[CH:10][C:11]2[O:15][C:14]([C:16]3[CH:21]=[CH:20][C:19]([CH:22](OC)[O:23]C)=[CH:18][C:17]=3[F:27])=[N:13][C:12]=2[CH:28]=1)[C:2]1[CH:7]=[CH:6][CH:5]=[CH:4][CH:3]=1.Cl, predict the reaction product. The product is: [CH2:1]([C:8]1[CH:9]=[CH:10][C:11]2[O:15][C:14]([C:16]3[CH:21]=[CH:20][C:19]([CH:22]=[O:23])=[CH:18][C:17]=3[F:27])=[N:13][C:12]=2[CH:28]=1)[C:2]1[CH:3]=[CH:4][CH:5]=[CH:6][CH:7]=1. (3) Given the reactants Cl[C:2]1[CH:3]=[CH:4][C:5]2[N:6]([C:8]([C:18]3[CH:23]=[CH:22][N:21]=[C:20]([NH2:24])[CH:19]=3)=[C:9]([C:11]3[CH:16]=[CH:15][CH:14]=[C:13]([Cl:17])[CH:12]=3)[N:10]=2)[N:7]=1.C(N(CC)CC)C, predict the reaction product. The product is: [Cl:17][C:13]1[CH:12]=[C:11]([C:9]2[N:10]=[C:5]3[CH:4]=[CH:3][CH:2]=[N:7][N:6]3[C:8]=2[C:18]2[CH:23]=[CH:22][N:21]=[C:20]([NH2:24])[CH:19]=2)[CH:16]=[CH:15][CH:14]=1. (4) Given the reactants [OH:1][C:2]1[CH:10]=[C:9]([NH2:11])[CH:8]=[CH:7][C:3]=1[C:4]([OH:6])=[O:5].FC1C=C(F)C=CC=1C1C=C(C(O)=O)C(O)=CC=1.[C:30]([C:32](=[CH:36][C:37]1[CH:42]=[CH:41][CH:40]=[C:39]([OH:43])[CH:38]=1)[C:33]([OH:35])=[O:34])#[N:31].[C:44]([O:47][C:48]1[CH:56]=[CH:55][CH:54]=[CH:53][C:49]=1[C:50]([OH:52])=[O:51])(=[O:46])[CH3:45].FC1C=C(F)C=CC=1C1C=C(C(O)=O)C(O)=CC=1.C(C(=CC1C=CC=C(O)C=1)C(O)=O)#N, predict the reaction product. The product is: [C:30]([C:32](=[CH:36][C:37]1[CH:42]=[CH:41][CH:40]=[C:39]([OH:43])[CH:38]=1)[C:33]([OH:35])=[O:34])#[N:31].[C:44]([O:47][C:48]1[CH:56]=[CH:55][CH:54]=[CH:53][C:49]=1[C:50]([OH:52])=[O:51])(=[O:46])[CH3:45].[OH:1][C:2]1[CH:10]=[C:9]([NH2:11])[CH:8]=[CH:7][C:3]=1[C:4]([OH:6])=[O:5]. (5) Given the reactants [CH3:1][C:2]1[CH:3]=[CH:4][C:5]([C:8]23[CH2:13][NH:12][CH2:11][CH:10]2[CH2:9]3)=[CH:6][CH:7]=1.C1(C)C=CC(CC#N)=CC=1.C(C1[O:28]C1)Cl, predict the reaction product. The product is: [OH:28][CH2:11][CH:10]1[CH2:9][C:8]1([C:5]1[CH:4]=[CH:3][C:2]([CH3:1])=[CH:7][CH:6]=1)[C:13]#[N:12]. (6) Given the reactants [CH3:1][C:2](O)(C1OC2C=C3OC=C(C4C=CC(O)=CC=4O)C(=O)C3=C(O)C=2C1)C.[CH3:28]/[C:29](/CO)=C\CC1C(O)=C2C(C3C4C=CC(O)=CC=4OC=3OC2=CC=1O)=O.[N:55]1[CH:60]=[CH:59][CH:58]=[C:57]2[C:61](=[O:65])[O:62][C:63](=[O:64])[C:56]=12.OS(O)(=O)=O.[N:71]1[CH:76]=[CH:75][CH:74]=[CH:73][C:72]=1[Li], predict the reaction product. The product is: [N:71]1[CH:76]=[CH:75][CH:74]=[CH:73][C:72]=1[C:63]([C:56]1[N:55]=[CH:60][CH:59]=[CH:58][C:57]=1[C:61]([O:62][CH2:1][CH3:2])=[O:65])=[O:64].[N:71]1[CH:76]=[CH:75][CH:74]=[C:73]([C:61]([C:57]2[C:56]([C:63]([O:62][CH2:28][CH3:29])=[O:64])=[N:55][CH:60]=[CH:59][CH:58]=2)=[O:65])[CH:72]=1. (7) Given the reactants C(OC(=O)[NH:7][C:8]1[C:13]2[S:14][C:15]([C:17]3[C:22]([F:23])=[CH:21][C:20]([C:24]#[N:25])=[CH:19][C:18]=3[Cl:26])=[N:16][C:12]=2[CH:11]=[CH:10][N:9]=1)(C)(C)C, predict the reaction product. The product is: [NH2:7][C:8]1[C:13]2[S:14][C:15]([C:17]3[C:22]([F:23])=[CH:21][C:20]([C:24]#[N:25])=[CH:19][C:18]=3[Cl:26])=[N:16][C:12]=2[CH:11]=[CH:10][N:9]=1. (8) Given the reactants C([N:8]1[CH2:12][CH2:11][C@H:10]([CH2:13][NH:14][S:15]([C:18]([F:21])([F:20])[F:19])(=[O:17])=[O:16])[CH2:9]1)(OC(C)(C)C)=O.C(N(CC)CC)C.C(O)C, predict the reaction product. The product is: [F:20][C:18]([F:19])([F:21])[S:15]([NH:14][CH2:13][C@H:10]1[CH2:11][CH2:12][NH:8][CH2:9]1)(=[O:16])=[O:17]. (9) Given the reactants CS([Cl:5])(=O)=O.C(N1CCNCC1)=O.C([N:16]1[CH2:21][CH2:20][N:19]([S:22]([CH3:25])(=[O:24])=[O:23])[CH2:18][CH2:17]1)=O.Cl, predict the reaction product. The product is: [CH3:25][S:22]([N:19]1[CH2:20][CH2:21][NH:16][CH2:17][CH2:18]1)(=[O:24])=[O:23].[ClH:5]. (10) Given the reactants C([O:3][C:4](=[O:36])[C@@H:5]([NH:8][C:9]([C:11]1[CH:35]=[CH:34][C:14]2[N:15]([CH3:33])[C:16]([NH:18][C:19]3[S:20][C:21]4[CH:27]=[C:26]([O:28][C:29]([F:32])([F:31])[F:30])[CH:25]=[CH:24][C:22]=4[N:23]=3)=[N:17][C:13]=2[CH:12]=1)=[O:10])[CH2:6][OH:7])C.[OH-].[Li+], predict the reaction product. The product is: [OH:7][CH2:6][C@H:5]([NH:8][C:9]([C:11]1[CH:35]=[CH:34][C:14]2[N:15]([CH3:33])[C:16]([NH:18][C:19]3[S:20][C:21]4[CH:27]=[C:26]([O:28][C:29]([F:30])([F:31])[F:32])[CH:25]=[CH:24][C:22]=4[N:23]=3)=[N:17][C:13]=2[CH:12]=1)=[O:10])[C:4]([OH:36])=[O:3].